From a dataset of Forward reaction prediction with 1.9M reactions from USPTO patents (1976-2016). Predict the product of the given reaction. (1) Given the reactants [Cl:1][C:2]1[CH:3]=[CH:4][C:5]2[O:10][CH:9]([C:11]([N:13]3[CH2:19][CH2:18][CH2:17][N:16]([CH2:20][C:21]4[CH:26]=[CH:25][C:24]([F:27])=[CH:23][CH:22]=4)[CH2:15][CH2:14]3)=[O:12])[CH2:8][NH:7][C:6]=2[CH:28]=1.C([N:31]([CH2:34]C)CC)C.ClC(OCC)=[O:38], predict the reaction product. The product is: [Cl:1][C:2]1[CH:3]=[CH:4][C:5]2[O:10][CH:9]([C:11]([N:13]3[CH2:19][CH2:18][CH2:17][N:16]([CH2:20][C:21]4[CH:22]=[CH:23][C:24]([F:27])=[CH:25][CH:26]=4)[CH2:15][CH2:14]3)=[O:12])[CH2:8][N:7]([C:34]([NH2:31])=[O:38])[C:6]=2[CH:28]=1. (2) Given the reactants [NH2:1][C:2]1[C:11]2[C:6](=[CH:7][CH:8]=[CH:9][C:10]=2[O:12][C:13]2[CH:18]=[CH:17][C:16]([O:19]CC3C=CC=CC=3)=[CH:15][CH:14]=2)[N:5]=[CH:4][N:3]=1, predict the reaction product. The product is: [NH2:1][C:2]1[C:11]2[C:6](=[CH:7][CH:8]=[CH:9][C:10]=2[O:12][C:13]2[CH:18]=[CH:17][C:16]([OH:19])=[CH:15][CH:14]=2)[N:5]=[CH:4][N:3]=1. (3) Given the reactants [Cl:1][C:2]1[CH:24]=[CH:23][C:5]([CH2:6][N:7]2[C:11]([CH2:12][CH2:13][C:14](OCC)=[O:15])=[CH:10][C:9]([O:19][CH:20]([CH3:22])[CH3:21])=[N:8]2)=[C:4]([F:25])[CH:3]=1.[H-].C([Al+]CC(C)C)C(C)C.CO.[C@H](O)(C([O-])=O)[C@@H](O)C([O-])=O.[Na+].[K+], predict the reaction product. The product is: [Cl:1][C:2]1[CH:24]=[CH:23][C:5]([CH2:6][N:7]2[C:11]([CH2:12][CH2:13][CH2:14][OH:15])=[CH:10][C:9]([O:19][CH:20]([CH3:22])[CH3:21])=[N:8]2)=[C:4]([F:25])[CH:3]=1. (4) Given the reactants [Cl:1][C:2]1[CH:3]=[C:4]([S:23](Cl)(=[O:25])=[O:24])[CH:5]=[CH:6][C:7]=1[C:8]([NH:10][CH2:11][C:12]1[CH:17]=[CH:16][C:15]([C:18]([F:21])([F:20])[F:19])=[C:14]([Cl:22])[CH:13]=1)=[O:9].[NH2:27][C:28]1[S:32][N:31]=[CH:30][N:29]=1.Cl, predict the reaction product. The product is: [Cl:1][C:2]1[CH:3]=[C:4]([S:23]([NH:27][C:28]2[S:32][N:31]=[CH:30][N:29]=2)(=[O:25])=[O:24])[CH:5]=[CH:6][C:7]=1[C:8]([NH:10][CH2:11][C:12]1[CH:17]=[CH:16][C:15]([C:18]([F:21])([F:20])[F:19])=[C:14]([Cl:22])[CH:13]=1)=[O:9].